This data is from Full USPTO retrosynthesis dataset with 1.9M reactions from patents (1976-2016). The task is: Predict the reactants needed to synthesize the given product. (1) The reactants are: [C:1]1([CH3:22])[CH:6]=[CH:5][CH:4]=[C:3]([NH:7][C:8]2[N:13]=[C:12]([C:14]3[S:18][C:17](C(O)=O)=[CH:16][CH:15]=3)[CH:11]=[CH:10][N:9]=2)[CH:2]=1.C1(P(N=[N+]=[N-])(C2C=CC=CC=2)=[O:30])C=CC=CC=1.C([N:42]([CH2:45]C)CC)C.[CH3:47][C:48]([OH:51])([CH3:50])[CH3:49]. Given the product [C:48]([O:51][C:45](=[O:30])[NH:42][C:17]1[S:18][C:14]([C:12]2[CH:11]=[CH:10][N:9]=[C:8]([NH:7][C:3]3[CH:2]=[C:1]([CH3:22])[CH:6]=[CH:5][CH:4]=3)[N:13]=2)=[CH:15][CH:16]=1)([CH3:50])([CH3:49])[CH3:47], predict the reactants needed to synthesize it. (2) Given the product [C:16]([C:3]1[CH:4]=[C:5]([F:15])[C:6]([NH:8][C@H:9]([CH2:13][CH3:14])[C:10]([NH2:12])=[O:11])=[N:7][C:2]=1[NH:18][C:19]1[CH:20]=[N:21][C:22]2[C:27]([CH:28]=1)=[CH:26][CH:25]=[CH:24][CH:23]=2)#[N:17], predict the reactants needed to synthesize it. The reactants are: Cl[C:2]1[N:7]=[C:6]([NH:8][C@H:9]([CH2:13][CH3:14])[C:10]([NH2:12])=[O:11])[C:5]([F:15])=[CH:4][C:3]=1[C:16]#[N:17].[NH2:18][C:19]1[CH:20]=[N:21][C:22]2[C:27]([CH:28]=1)=[CH:26][CH:25]=[CH:24][CH:23]=2.C1C=CC(P(C2C(C3C(P(C4C=CC=CC=4)C4C=CC=CC=4)=CC=C4C=3C=CC=C4)=C3C(C=CC=C3)=CC=2)C2C=CC=CC=2)=CC=1.C(=O)([O-])[O-].[Cs+].[Cs+]. (3) Given the product [OH:29][C:27]([CH3:28])([CH2:26][N:12]1[CH:11]=[C:10]([C:8]2[CH:7]=[C:6]([NH:15][C:16]3[N:21]=[C:20]([C:22]([F:23])([F:25])[F:24])[CH:19]=[CH:18][N:17]=3)[CH:5]=[C:4]([CH3:3])[CH:9]=2)[CH:14]=[N:13]1)[C:30]([OH:32])=[O:31], predict the reactants needed to synthesize it. The reactants are: [H-].[Na+].[CH3:3][C:4]1[CH:5]=[C:6]([NH:15][C:16]2[N:21]=[C:20]([C:22]([F:25])([F:24])[F:23])[CH:19]=[CH:18][N:17]=2)[CH:7]=[C:8]([C:10]2[CH:11]=[N:12][NH:13][CH:14]=2)[CH:9]=1.[CH3:26][C:27]1([C:30]([O:32]C)=[O:31])[O:29][CH2:28]1. (4) Given the product [CH:21]([C:20]1[CH:19]=[C:18]([CH:25]=[CH:24][CH:23]=1)[O:17][CH2:16][CH2:15][N:1]1[C:9]2[C:4](=[CH:5][CH:6]=[C:7]([C:10]([O:12][CH3:13])=[O:11])[CH:8]=2)[CH:3]=[CH:2]1)=[O:22], predict the reactants needed to synthesize it. The reactants are: [NH:1]1[C:9]2[C:4](=[CH:5][CH:6]=[C:7]([C:10]([O:12][CH3:13])=[O:11])[CH:8]=2)[CH:3]=[CH:2]1.Br[CH2:15][CH2:16][O:17][C:18]1[CH:19]=[C:20]([CH:23]=[CH:24][CH:25]=1)[CH:21]=[O:22]. (5) Given the product [CH3:30][C:29]1[CH:28]=[CH:27][O:26][C:25]=1[C:23]([NH:22][C:18]1[CH:17]=[C:16]([C:15]#[C:14][C:12]2[CH:11]=[N:10][CH:9]=[C:8]([CH:13]=2)[C:7]([N:6]=[S:5](=[O:38])([C:32]2[CH:37]=[CH:36][CH:35]=[CH:34][CH:33]=2)[CH2:4][CH2:3][CH2:2][N:43]2[CH2:44][CH2:45][CH2:46][CH:41]([C:40]([F:48])([F:47])[F:39])[CH2:42]2)=[O:31])[CH:21]=[CH:20][CH:19]=1)=[O:24], predict the reactants needed to synthesize it. The reactants are: Br[CH2:2][CH2:3][CH2:4][S:5](=[O:38])([C:32]1[CH:37]=[CH:36][CH:35]=[CH:34][CH:33]=1)=[N:6][C:7](=[O:31])[C:8]1[CH:13]=[C:12]([C:14]#[C:15][C:16]2[CH:21]=[CH:20][CH:19]=[C:18]([NH:22][C:23]([C:25]3[O:26][CH:27]=[CH:28][C:29]=3[CH3:30])=[O:24])[CH:17]=2)[CH:11]=[N:10][CH:9]=1.[F:39][C:40]([F:48])([F:47])[CH:41]1[CH2:46][CH2:45][CH2:44][NH:43][CH2:42]1. (6) The reactants are: [CH3:1][C:2]1[C:7]([CH3:8])=[CH:6][CH:5]=[CH:4][C:3]=1[CH:9]([C:11]1[NH:12][CH:13]=[CH:14][N:15]=1)[CH3:10]. Given the product [CH3:1][C:2]1[C:7]([CH3:8])=[CH:6][CH:5]=[CH:4][C:3]=1[C@@H:9]([C:11]1[NH:15][CH:14]=[CH:13][N:12]=1)[CH3:10], predict the reactants needed to synthesize it. (7) Given the product [CH2:20]([O:19][C:17](=[O:18])[NH:2][C@H:3]1[CH2:8][CH2:7][C@H:6]([OH:9])[CH2:5][CH2:4]1)[C:21]1[CH:26]=[CH:25][CH:24]=[CH:23][CH:22]=1, predict the reactants needed to synthesize it. The reactants are: Cl.[NH2:2][C@H:3]1[CH2:8][CH2:7][C@H:6]([OH:9])[CH2:5][CH2:4]1.C([O-])([O-])=O.[Na+].[Na+].Cl[C:17]([O:19][CH2:20][C:21]1[CH:26]=[CH:25][CH:24]=[CH:23][CH:22]=1)=[O:18]. (8) Given the product [CH2:12]([O:14][C:15]([N:17]1[CH2:18][CH2:19][N:20]([C:7]2[C:6]3[CH:11]=[C:2]([F:1])[CH:3]=[CH:4][C:5]=3[O:9][CH:8]=2)[CH2:21][CH2:22]1)=[O:16])[CH3:13], predict the reactants needed to synthesize it. The reactants are: [F:1][C:2]1[CH:3]=[CH:4][C:5]2[O:9][CH2:8][C:7](=O)[C:6]=2[CH:11]=1.[CH2:12]([O:14][C:15]([N:17]1[CH2:22][CH2:21][NH:20][CH2:19][CH2:18]1)=[O:16])[CH3:13].